Task: Regression. Given a peptide amino acid sequence and an MHC pseudo amino acid sequence, predict their binding affinity value. This is MHC class II binding data.. Dataset: Peptide-MHC class II binding affinity with 134,281 pairs from IEDB (1) The peptide sequence is RLFKAFILDGDNLFP. The MHC is DRB1_1302 with pseudo-sequence DRB1_1302. The binding affinity (normalized) is 0.498. (2) The peptide sequence is RVYCDPCRAGFETNV. The MHC is DRB3_0101 with pseudo-sequence DRB3_0101. The binding affinity (normalized) is 0.208. (3) The peptide sequence is KTSLCLMMILPAALA. The MHC is DRB1_0101 with pseudo-sequence DRB1_0101. The binding affinity (normalized) is 0.547.